From a dataset of Forward reaction prediction with 1.9M reactions from USPTO patents (1976-2016). Predict the product of the given reaction. (1) Given the reactants [C:1]([C:4]1[CH:8]=[C:7]([C:9]([OH:11])=O)[NH:6][N:5]=1)(=[O:3])[CH3:2].CCN(C(C)C)C(C)C.C1C=CC2N(O)N=NC=2C=1.CCN=C=NCCCN(C)C.[NH2:42][C@@H:43]([CH3:59])[CH2:44][N:45]1[CH:49]=[CH:48][C:47]([C:50]2[CH:57]=[CH:56][C:53]([C:54]#[N:55])=[C:52]([Cl:58])[CH:51]=2)=[N:46]1, predict the reaction product. The product is: [C:1]([C:4]1[CH:8]=[C:7]([C:9]([NH:42][C@@H:43]([CH3:59])[CH2:44][N:45]2[CH:49]=[CH:48][C:47]([C:50]3[CH:57]=[CH:56][C:53]([C:54]#[N:55])=[C:52]([Cl:58])[CH:51]=3)=[N:46]2)=[O:11])[NH:6][N:5]=1)(=[O:3])[CH3:2]. (2) Given the reactants Br[CH2:2][C:3]1[N:4]([CH3:28])[C:5]2[C:10]([N:11]=1)=[C:9]([N:12]1[CH2:17][CH2:16][O:15][CH2:14][CH2:13]1)[N:8]=[C:7]([N:18]1[C:22]3[CH:23]=[CH:24][CH:25]=[CH:26][C:21]=3[N:20]=[C:19]1[CH3:27])[N:6]=2.[CH3:29][C:30]([CH:34]1[CH2:39][CH2:38][NH:37][CH2:36][CH2:35]1)([CH3:33])[CH2:31][OH:32], predict the reaction product. The product is: [CH3:33][C:30]([CH:34]1[CH2:35][CH2:36][N:37]([CH2:2][C:3]2[N:4]([CH3:28])[C:5]3[C:10]([N:11]=2)=[C:9]([N:12]2[CH2:17][CH2:16][O:15][CH2:14][CH2:13]2)[N:8]=[C:7]([N:18]2[C:22]4[CH:23]=[CH:24][CH:25]=[CH:26][C:21]=4[N:20]=[C:19]2[CH3:27])[N:6]=3)[CH2:38][CH2:39]1)([CH3:29])[CH2:31][OH:32]. (3) Given the reactants [O:1]([CH2:8][CH2:9][CH2:10][OH:11])[C:2]1[CH:7]=[CH:6][CH:5]=[CH:4][CH:3]=1.C(N(CC)CC)C.[CH3:19][C:20]1([CH3:33])[C:24]2([CH2:28][S:29](Cl)(=[O:31])=[O:30])[C:25]([CH2:27][CH:21]1[CH2:22][CH2:23]2)=[O:26], predict the reaction product. The product is: [O:1]([CH2:8][CH2:9][CH2:10][O:11][S:29]([CH2:28][C:24]12[C:20]([CH3:19])([CH3:33])[CH:21]([CH2:22][CH2:23]1)[CH2:27][C:25]2=[O:26])(=[O:31])=[O:30])[C:2]1[CH:7]=[CH:6][CH:5]=[CH:4][CH:3]=1. (4) Given the reactants [F:1][C:2]([F:35])([F:34])[C:3]1[CH:4]=[C:5]([CH:27]=[C:28]([C:30]([F:33])([F:32])[F:31])[CH:29]=1)[CH2:6][N:7]([CH2:14][C:15]1[CH:22]=[C:21]([C:23]([F:26])([F:25])[F:24])[CH:20]=[CH:19][C:16]=1[CH:17]=[O:18])[C:8]1[N:9]=[N:10][N:11]([CH3:13])[N:12]=1.[CH:36]1([Mg]Br)[CH2:41][CH2:40][CH2:39][CH2:38][CH2:37]1, predict the reaction product. The product is: [F:33][C:30]([F:31])([F:32])[C:28]1[CH:27]=[C:5]([CH:4]=[C:3]([C:2]([F:1])([F:34])[F:35])[CH:29]=1)[CH2:6][N:7]([CH2:14][C:15]1[CH:22]=[C:21]([C:23]([F:26])([F:25])[F:24])[CH:20]=[CH:19][C:16]=1[CH:17]([CH:36]1[CH2:41][CH2:40][CH2:39][CH2:38][CH2:37]1)[OH:18])[C:8]1[N:9]=[N:10][N:11]([CH3:13])[N:12]=1. (5) Given the reactants [F:1][C:2]1[CH:7]=[CH:6][C:5]([CH2:8][C:9]2[CH:18]=[C:17]3[C:12]([C:13]([OH:26])=[C:14]([C:21](OCC)=[O:22])[C:15](=[O:20])[N:16]3[CH3:19])=[N:11][CH:10]=2)=[CH:4][CH:3]=1.C(N(CC)CC)C.Cl.[NH2:35][CH:36]1[CH2:41][CH2:40][CH2:39][CH2:38][CH:37]1[OH:42], predict the reaction product. The product is: [F:1][C:2]1[CH:3]=[CH:4][C:5]([CH2:8][C:9]2[CH:18]=[C:17]3[C:12]([C:13]([OH:26])=[C:14]([C:21]([NH:35][CH:36]4[CH2:41][CH2:40][CH2:39][CH2:38][CH:37]4[OH:42])=[O:22])[C:15](=[O:20])[N:16]3[CH3:19])=[N:11][CH:10]=2)=[CH:6][CH:7]=1. (6) Given the reactants [S:1]1[CH:5]=[CH:4][N:3]=[C:2]1[CH:6]([NH2:8])[CH3:7].C(N(CC)CC)C.[C:16](O[C:16]([O:18][C:19]([CH3:22])([CH3:21])[CH3:20])=[O:17])([O:18][C:19]([CH3:22])([CH3:21])[CH3:20])=[O:17].O, predict the reaction product. The product is: [S:1]1[CH:5]=[CH:4][N:3]=[C:2]1[CH:6]([NH:8][C:16](=[O:17])[O:18][C:19]([CH3:22])([CH3:21])[CH3:20])[CH3:7]. (7) Given the reactants [H-].[H-].[H-].[H-].[Li+].[Al+3].[C:7](O)(=[O:15])[CH2:8]/[CH:9]=[CH:10]/[CH2:11][CH2:12][CH2:13][CH3:14].O.[OH-].[Na+], predict the reaction product. The product is: [CH2:7]([OH:15])[CH2:8]/[CH:9]=[CH:10]/[CH2:11][CH2:12][CH2:13][CH3:14]. (8) Given the reactants Br[C:2]1[CH:7]=[CH:6][C:5]([C:8]2[NH:12][C:11]3[CH:13]=[C:14]([S:17]([CH3:20])(=[O:19])=[O:18])[CH:15]=[CH:16][C:10]=3[N:9]=2)=[CH:4][CH:3]=1.[N:21]1[CH:26]=[CH:25][CH:24]=[C:23](B(O)O)[CH:22]=1, predict the reaction product. The product is: [CH3:20][S:17]([C:14]1[CH:15]=[CH:16][C:10]2[N:9]=[C:8]([C:5]3[CH:6]=[CH:7][C:2]([C:23]4[CH:22]=[N:21][CH:26]=[CH:25][CH:24]=4)=[CH:3][CH:4]=3)[NH:12][C:11]=2[CH:13]=1)(=[O:19])=[O:18]. (9) Given the reactants [C:1]1([C:7]2[N:8]=[C:9]([C:12]3[C:16]([C:17](O)=[O:18])=[CH:15][N:14]([CH2:20][O:21][CH2:22][CH2:23][Si:24]([CH3:27])([CH3:26])[CH3:25])[N:13]=3)[S:10][CH:11]=2)[CH:6]=[CH:5][CH:4]=[CH:3][CH:2]=1.CN(C(ON1N=[N:43][C:38]2[CH:39]=CC=N[C:37]1=2)=[N+](C)C)C.F[P-](F)(F)(F)(F)F.CCN(C(C)C)C(C)C.CC(N)C, predict the reaction product. The product is: [CH:38]([NH:43][C:17]([C:16]1[C:12]([C:9]2[S:10][CH:11]=[C:7]([C:1]3[CH:6]=[CH:5][CH:4]=[CH:3][CH:2]=3)[N:8]=2)=[N:13][N:14]([CH2:20][O:21][CH2:22][CH2:23][Si:24]([CH3:25])([CH3:27])[CH3:26])[CH:15]=1)=[O:18])([CH3:39])[CH3:37]. (10) Given the reactants C([N:4](C(C)C)CC)(C)C.[CH3:10][S:11]([C:14]1[CH:15]=[C:16]([NH:20][C:21](=[O:29])OC2C=CC=CC=2)[CH:17]=[CH:18][CH:19]=1)(=[O:13])=[O:12].N[C:31]1[CH:54]=[CH:53][C:34]([O:35][C:36]2[C:45]3[C:40](=[CH:41][C:42]([O:48][CH2:49][CH2:50][O:51][CH3:52])=[C:43]([C:46]#[N:47])[CH:44]=3)[N:39]=[CH:38][CH:37]=2)=[CH:33][CH:32]=1, predict the reaction product. The product is: [C:46]([C:43]1[CH:44]=[C:45]2[C:40](=[CH:41][C:42]=1[O:48][CH2:49][CH2:50][O:51][CH3:52])[N:39]=[CH:38][CH:37]=[C:36]2[O:35][C:34]1[CH:53]=[CH:54][C:31]([N:20]([C:16]2[CH:17]=[CH:18][CH:19]=[C:14]([S:11]([CH3:10])(=[O:12])=[O:13])[CH:15]=2)[C:21]([NH2:4])=[O:29])=[CH:32][CH:33]=1)#[N:47].